From a dataset of Peptide-MHC class II binding affinity with 134,281 pairs from IEDB. Regression. Given a peptide amino acid sequence and an MHC pseudo amino acid sequence, predict their binding affinity value. This is MHC class II binding data. (1) The peptide sequence is KKFILATDIAEMGANLC. The MHC is DRB4_0103 with pseudo-sequence DRB4_0103. The binding affinity (normalized) is 0.547. (2) The peptide sequence is SSKVTITDTTIGTGD. The MHC is DRB1_1001 with pseudo-sequence DRB1_1001. The binding affinity (normalized) is 0.236. (3) The peptide sequence is ECGGILQAYDLRDAP. The MHC is HLA-DPA10201-DPB10101 with pseudo-sequence HLA-DPA10201-DPB10101. The binding affinity (normalized) is 0.338. (4) The peptide sequence is TEKGMKNVFDDVVPE. The MHC is HLA-DPA10103-DPB10301 with pseudo-sequence HLA-DPA10103-DPB10301. The binding affinity (normalized) is 0.0736. (5) The peptide sequence is RPGVSKKFLSLLTSS. The MHC is DRB1_0405 with pseudo-sequence DRB1_0405. The binding affinity (normalized) is 0.191.